Dataset: Reaction yield outcomes from USPTO patents with 853,638 reactions. Task: Predict the reaction yield, written as a fraction of the theoretical maximum amount of product (1.0 means a 100% yield; for example, 0.34 means a 34% yield). (1) The reactants are [Cl:1][C:2]1[CH:3]=[C:4]([CH:7]=[CH:8][C:9]=1[O:10][CH:11]([CH3:13])[CH3:12])[C:5]#[N:6].[NH2:14][OH:15]. The catalyst is C(O)C. The product is [Cl:1][C:2]1[CH:3]=[C:4]([CH:7]=[CH:8][C:9]=1[O:10][CH:11]([CH3:13])[CH3:12])[C:5]([NH:14][OH:15])=[NH:6]. The yield is 0.940. (2) The reactants are O(P(O[C:18]1[N:19]([C:24]([O:26][C:27]([CH3:30])([CH3:29])[CH3:28])=[O:25])[CH2:20][CH2:21][O:22][CH:23]=1)(OC1C=CC=CC=1)=O)C1C=CC=CC=1.[N:31]1[CH:36]=[CH:35][C:34](B(O)O)=[CH:33][CH:32]=1. No catalyst specified. The product is [N:31]1[CH:36]=[CH:35][C:34]([C:18]2[N:19]([C:24]([O:26][C:27]([CH3:28])([CH3:29])[CH3:30])=[O:25])[CH2:20][CH2:21][O:22][CH:23]=2)=[CH:33][CH:32]=1. The yield is 0.560. (3) The reactants are CCN(S(F)(F)[F:7])CC.[CH3:10][O:11][C:12](=[O:22])[C@@H:13]1[CH2:17][C:16](O)([CH2:18][CH:19]=[CH2:20])[CH2:15][NH:14]1. The catalyst is C(Cl)Cl. The product is [CH3:10][O:11][C:12](=[O:22])[C@@H:13]1[CH2:17][C:16]([F:7])([CH2:18][CH:19]=[CH2:20])[CH2:15][NH:14]1. The yield is 0.340. (4) The reactants are [CH:1]1([N:6]2[C:11]3[N:12]=[C:13](S(C)=O)[N:14]=[CH:15][C:10]=3[C:9]([CH3:19])=[CH:8][C:7]2=[O:20])[CH2:5][CH2:4][CH2:3][CH2:2]1.[C:21]([O:25][C:26]([N:28]1[CH2:33][CH2:32][N:31](C2C=NC(N)=CC=2)[CH2:30][CH2:29]1)=[O:27])([CH3:24])([CH3:23])[CH3:22]. The catalyst is C1(C)C=CC=CC=1. The product is [C:21]([O:25][C:26]([N:28]1[CH2:29][CH2:30][NH:31][CH2:32][CH:33]1[C:8]1[CH:7]=[N:6][C:11]([NH:12][C:13]2[N:14]=[CH:15][C:10]3[C:9]([CH3:19])=[CH:8][C:7](=[O:20])[N:6]([CH:1]4[CH2:5][CH2:4][CH2:3][CH2:2]4)[C:11]=3[N:12]=2)=[CH:10][CH:9]=1)=[O:27])([CH3:22])([CH3:23])[CH3:24]. The yield is 0.162. (5) The reactants are [Cl:1][C:2]1[CH:3]=[CH:4][C:5]([O:12][CH:13]2[CH2:15][CH2:14]2)=[C:6]([CH:11]=1)[C:7]([O:9]C)=[O:8].[OH-].[Na+].Cl. The catalyst is C1COCC1.O. The product is [Cl:1][C:2]1[CH:3]=[CH:4][C:5]([O:12][CH:13]2[CH2:14][CH2:15]2)=[C:6]([CH:11]=1)[C:7]([OH:9])=[O:8]. The yield is 0.960. (6) The reactants are [C:1](=[O:23])(OC1C=CC([N+]([O-])=O)=CC=1)[O:2][C:3]1[CH:8]=[CH:7][C:6]([NH:9][C:10](=[O:12])[CH3:11])=[CH:5][CH:4]=1.[NH2:24][C@@H:25]([CH2:29][S:30]([O-:33])(=[O:32])=[O:31])[C:26]([O-:28])=[O:27].[Na+].[Na+].OC1C=CC(NC(=O)C)=CC=1.C(Cl)(=O)OC1C=CC([N+]([O-])=O)=CC=1. The catalyst is C(#N)C.O. The product is [C:10]([NH:9][C:6]1[CH:5]=[CH:4][C:3]([O:2][C:1]([NH:24][C@@H:25]([CH2:29][S:30]([OH:33])(=[O:32])=[O:31])[C:26]([OH:28])=[O:27])=[O:23])=[CH:8][CH:7]=1)(=[O:12])[CH3:11]. The yield is 0.430.